This data is from M1 muscarinic receptor antagonist screen with 61,756 compounds. The task is: Binary Classification. Given a drug SMILES string, predict its activity (active/inactive) in a high-throughput screening assay against a specified biological target. The drug is O=C(N)c1c(NCCC)nccc1. The result is 0 (inactive).